Predict the reactants needed to synthesize the given product. From a dataset of Full USPTO retrosynthesis dataset with 1.9M reactions from patents (1976-2016). (1) Given the product [F:24][C:22]1[CH:23]=[C:18]([C:16]#[C:17][CH:2]=[C:3]2[CH2:8][CH2:7][N:6]([C:9]([O:11][C:12]([CH3:15])([CH3:14])[CH3:13])=[O:10])[CH2:5][CH2:4]2)[CH:19]=[C:20]([F:25])[CH:21]=1, predict the reactants needed to synthesize it. The reactants are: Br[CH:2]=[C:3]1[CH2:8][CH2:7][N:6]([C:9]([O:11][C:12]([CH3:15])([CH3:14])[CH3:13])=[O:10])[CH2:5][CH2:4]1.[C:16]([C:18]1[CH:23]=[C:22]([F:24])[CH:21]=[C:20]([F:25])[CH:19]=1)#[CH:17]. (2) Given the product [CH3:1][C:2]1[O:6][C:5]([C:7]2[CH:8]=[CH:9][C:10]([B:13]3[O:17][C:16]([CH3:18])([CH3:19])[C:15]([CH3:20])([CH3:21])[O:14]3)=[CH:11][CH:12]=2)=[N:4][C:3]=1[CH2:22][CH2:23][N:39]1[CH2:43][CH2:42][CH2:41][CH2:40]1, predict the reactants needed to synthesize it. The reactants are: [CH3:1][C:2]1[O:6][C:5]([C:7]2[CH:12]=[CH:11][C:10]([B:13]3[O:17][C:16]([CH3:19])([CH3:18])[C:15]([CH3:21])([CH3:20])[O:14]3)=[CH:9][CH:8]=2)=[N:4][C:3]=1[CH2:22][CH2:23]O.BrC1C=CC(C2OC(C)=C(CC[N:39]3[CH2:43][CH2:42][CH2:41][CH2:40]3)N=2)=CC=1.